Dataset: Forward reaction prediction with 1.9M reactions from USPTO patents (1976-2016). Task: Predict the product of the given reaction. (1) Given the reactants [NH2:1][CH:2]([C:31]#[N:32])[C:3]1[CH:30]=[C:6]2[CH2:7][N:8]([C:12]([O:14][CH2:15][C:16]3[CH:21]=[C:20]([C:22]([F:25])([F:24])[F:23])[CH:19]=[C:18]([C:26]([F:29])([F:28])[F:27])[CH:17]=3)=[O:13])[CH2:9][CH2:10][CH2:11][N:5]2[N:4]=1.[OH-:33].[Na+].OO, predict the reaction product. The product is: [NH2:1][CH:2]([C:3]1[CH:30]=[C:6]2[CH2:7][N:8]([C:12]([O:14][CH2:15][C:16]3[CH:21]=[C:20]([C:22]([F:24])([F:23])[F:25])[CH:19]=[C:18]([C:26]([F:27])([F:29])[F:28])[CH:17]=3)=[O:13])[CH2:9][CH2:10][CH2:11][N:5]2[N:4]=1)[C:31]([NH2:32])=[O:33]. (2) The product is: [NH2:1][C@@H:4]([C:8]1[N:9]([CH2:22][C:23]2[CH:28]=[CH:27][CH:26]=[CH:25][CH:24]=2)[C:10](=[O:21])[C:11]2[O:16][C:15]3[CH:17]=[CH:18][CH:19]=[CH:20][C:14]=3[C:12]=2[N:13]=1)[CH:5]([CH3:7])[CH3:6]. Given the reactants [N:1]([C@@H:4]([C:8]1[N:9]([CH2:22][C:23]2[CH:28]=[CH:27][CH:26]=[CH:25][CH:24]=2)[C:10](=[O:21])[C:11]2[O:16][C:15]3[CH:17]=[CH:18][CH:19]=[CH:20][C:14]=3[C:12]=2[N:13]=1)[CH:5]([CH3:7])[CH3:6])=[N+]=[N-].[Sn](Cl)(Cl)(Cl)Cl, predict the reaction product. (3) The product is: [Cl:33][C:25]1[CH:24]=[C:23]([C:21]2[O:20][N:19]=[C:18]([C:13]3[CH:14]=[CH:15][CH:16]=[C:17]4[C:12]=3[CH:11]=[CH:10][N:9]=[C:8]4[C:36]3[CH:37]=[C:38]([CH:42]=[CH:43][CH:44]=3)[C:39]([OH:41])=[O:40])[N:22]=2)[CH:28]=[CH:27][C:26]=1[O:29][CH:30]([CH3:31])[CH3:32]. Given the reactants C(=O)([O-])[O-].[Na+].[Na+].Br[C:8]1[C:17]2[C:12](=[C:13]([C:18]3[N:22]=[C:21]([C:23]4[CH:28]=[CH:27][C:26]([O:29][CH:30]([CH3:32])[CH3:31])=[C:25]([Cl:33])[CH:24]=4)[O:20][N:19]=3)[CH:14]=[CH:15][CH:16]=2)[CH:11]=[CH:10][N:9]=1.OB(O)[C:36]1[CH:37]=[C:38]([CH:42]=[CH:43][CH:44]=1)[C:39]([OH:41])=[O:40], predict the reaction product. (4) Given the reactants [Br:1][C:2]1[CH:7]=[CH:6][C:5]([C:8]2[N:12]=[N:11][N:10]([CH3:13])[C:9]=2C(O)=O)=[CH:4][CH:3]=1.[F:17][C:18]([F:29])([F:28])[C:19]1[CH:20]=[C:21]([C@H:25]([OH:27])[CH3:26])[CH:22]=[CH:23][CH:24]=1.C([N:32]([CH2:35]C)CC)C.C1C=CC(P(N=[N+]=[N-])(C2C=CC=CC=2)=[O:44])=CC=1, predict the reaction product. The product is: [F:17][C:18]([F:28])([F:29])[C:19]1[CH:20]=[C:21]([C@H:25]([O:27][C:35](=[O:44])[NH:32][C:9]2[N:10]([CH3:13])[N:11]=[N:12][C:8]=2[C:5]2[CH:4]=[CH:3][C:2]([Br:1])=[CH:7][CH:6]=2)[CH3:26])[CH:22]=[CH:23][CH:24]=1. (5) Given the reactants [Br:1][C:2]1[CH:3]=[C:4]([C:8](=O)[CH3:9])[CH:5]=[CH:6][CH:7]=1.[NH4+:11].[Cl-].[C-:13]#[N:14].[K+], predict the reaction product. The product is: [NH2:11][C:8]([C:4]1[CH:5]=[CH:6][CH:7]=[C:2]([Br:1])[CH:3]=1)([CH3:9])[C:13]#[N:14]. (6) Given the reactants [F:1][C:2]1[CH:14]=[C:13]2[C:5]([CH:6]([NH:15][C:16]([NH:18][C:19]3[CH:27]=[CH:26][CH:25]=[C:24]4[C:20]=3[CH:21]=[N:22][NH:23]4)=[O:17])[CH2:7][C:8]3([O:12]2)[CH2:11][CH2:10][CH2:9]3)=[CH:4][CH:3]=1.[H-].[Na+].S(OC)(O[CH3:34])(=O)=O, predict the reaction product. The product is: [F:1][C:2]1[CH:14]=[C:13]2[C:5]([CH:6]([NH:15][C:16]([NH:18][C:19]3[CH:27]=[CH:26][CH:25]=[C:24]4[C:20]=3[CH:21]=[N:22][N:23]4[CH3:34])=[O:17])[CH2:7][C:8]3([O:12]2)[CH2:11][CH2:10][CH2:9]3)=[CH:4][CH:3]=1.